From a dataset of NCI-60 drug combinations with 297,098 pairs across 59 cell lines. Regression. Given two drug SMILES strings and cell line genomic features, predict the synergy score measuring deviation from expected non-interaction effect. (1) Drug 1: C1=CC(=CC=C1CC(C(=O)O)N)N(CCCl)CCCl.Cl. Drug 2: CC1=C(C=C(C=C1)NC(=O)C2=CC=C(C=C2)CN3CCN(CC3)C)NC4=NC=CC(=N4)C5=CN=CC=C5. Cell line: HT29. Synergy scores: CSS=18.8, Synergy_ZIP=-0.203, Synergy_Bliss=2.83, Synergy_Loewe=-2.00, Synergy_HSA=-1.61. (2) Drug 1: CC1OCC2C(O1)C(C(C(O2)OC3C4COC(=O)C4C(C5=CC6=C(C=C35)OCO6)C7=CC(=C(C(=C7)OC)O)OC)O)O. Drug 2: CN(C)N=NC1=C(NC=N1)C(=O)N. Cell line: SN12C. Synergy scores: CSS=39.8, Synergy_ZIP=2.20, Synergy_Bliss=4.52, Synergy_Loewe=-29.9, Synergy_HSA=4.96. (3) Drug 1: CC1CCC2CC(C(=CC=CC=CC(CC(C(=O)C(C(C(=CC(C(=O)CC(OC(=O)C3CCCCN3C(=O)C(=O)C1(O2)O)C(C)CC4CCC(C(C4)OC)OCCO)C)C)O)OC)C)C)C)OC. Drug 2: C1CCC(C(C1)N)N.C(=O)(C(=O)[O-])[O-].[Pt+4]. Cell line: HCT-15. Synergy scores: CSS=47.6, Synergy_ZIP=-0.732, Synergy_Bliss=-1.79, Synergy_Loewe=0.866, Synergy_HSA=-0.771. (4) Drug 1: C1C(C(OC1N2C=NC3=C(N=C(N=C32)Cl)N)CO)O. Drug 2: CCN(CC)CCCC(C)NC1=C2C=C(C=CC2=NC3=C1C=CC(=C3)Cl)OC. Cell line: OVCAR-4. Synergy scores: CSS=11.9, Synergy_ZIP=0.475, Synergy_Bliss=2.46, Synergy_Loewe=-3.55, Synergy_HSA=-3.12. (5) Drug 1: C1=CC(=CC=C1C#N)C(C2=CC=C(C=C2)C#N)N3C=NC=N3. Drug 2: C1C(C(OC1N2C=NC3=C2NC=NCC3O)CO)O. Cell line: MDA-MB-231. Synergy scores: CSS=-2.25, Synergy_ZIP=0.181, Synergy_Bliss=-1.95, Synergy_Loewe=-3.36, Synergy_HSA=-4.15. (6) Drug 1: COC1=C2C(=CC3=C1OC=C3)C=CC(=O)O2. Cell line: 786-0. Synergy scores: CSS=-2.85, Synergy_ZIP=1.19, Synergy_Bliss=-0.831, Synergy_Loewe=-4.25, Synergy_HSA=-3.34. Drug 2: CC(C)CN1C=NC2=C1C3=CC=CC=C3N=C2N. (7) Drug 1: CNC(=O)C1=CC=CC=C1SC2=CC3=C(C=C2)C(=NN3)C=CC4=CC=CC=N4. Drug 2: CC1C(C(=O)NC(C(=O)N2CCCC2C(=O)N(CC(=O)N(C(C(=O)O1)C(C)C)C)C)C(C)C)NC(=O)C3=C4C(=C(C=C3)C)OC5=C(C(=O)C(=C(C5=N4)C(=O)NC6C(OC(=O)C(N(C(=O)CN(C(=O)C7CCCN7C(=O)C(NC6=O)C(C)C)C)C)C(C)C)C)N)C. Cell line: HL-60(TB). Synergy scores: CSS=43.0, Synergy_ZIP=30.9, Synergy_Bliss=33.4, Synergy_Loewe=33.3, Synergy_HSA=34.2.